From a dataset of Full USPTO retrosynthesis dataset with 1.9M reactions from patents (1976-2016). Predict the reactants needed to synthesize the given product. Given the product [C:18]([CH:17]([NH:16][C:2]1[C:11]([C:12]([OH:14])=[O:13])=[CH:10][C:9]2[C:4](=[CH:5][CH:6]=[C:7]([Cl:15])[CH:8]=2)[N:3]=1)[CH2:21][C:22]1[CH:23]=[N:24][CH:25]=[CH:26][CH:27]=1)([OH:20])=[O:19], predict the reactants needed to synthesize it. The reactants are: Cl[C:2]1[C:11]([C:12]([OH:14])=[O:13])=[CH:10][C:9]2[C:4](=[CH:5][CH:6]=[C:7]([Cl:15])[CH:8]=2)[N:3]=1.[NH2:16][CH:17]([CH2:21][C:22]1[CH:23]=[N:24][CH:25]=[CH:26][CH:27]=1)[C:18]([OH:20])=[O:19].